This data is from Full USPTO retrosynthesis dataset with 1.9M reactions from patents (1976-2016). The task is: Predict the reactants needed to synthesize the given product. (1) Given the product [F:15][C:7]1[C:6]2[O:5][CH2:4][CH:3]([CH2:2][OH:17])[O:16][C:11]=2[CH:10]=[C:9]([F:14])[CH:8]=1, predict the reactants needed to synthesize it. The reactants are: Br[CH2:2][CH:3]([OH:16])[CH2:4][O:5][C:6]1[C:11](OC)=[CH:10][C:9]([F:14])=[CH:8][C:7]=1[F:15].[OH-:17].[K+].Cl. (2) Given the product [F:1][C:2]1[CH:7]=[CH:6][CH:5]=[CH:4][C:3]=1[N:8]1[C:16]2[C:11](=[C:12]([N:17]3[CH2:21][CH2:20][N:19]([CH2:22][C:23]([OH:25])=[O:24])[C:18]3=[O:30])[CH:13]=[CH:14][CH:15]=2)[CH:10]=[N:9]1, predict the reactants needed to synthesize it. The reactants are: [F:1][C:2]1[CH:7]=[CH:6][CH:5]=[CH:4][C:3]=1[N:8]1[C:16]2[C:11](=[C:12]([N:17]3[CH2:21][CH2:20][N:19]([CH2:22][C:23]([O:25]C(C)(C)C)=[O:24])[C:18]3=[O:30])[CH:13]=[CH:14][CH:15]=2)[CH:10]=[N:9]1.FC(F)(F)C(O)=O. (3) Given the product [Cl:18][C:17]1[CH:16]=[CH:15][CH:14]=[C:13]([Cl:19])[C:12]=1[NH:11][C:10]1[C:5]2[C:6](=[N:7][C:2]([NH:35][C:36]3[CH:41]=[CH:40][CH:39]=[CH:38][CH:37]=3)=[N:3][CH:4]=2)[N:8]([CH2:20][CH2:21][CH:22]2[CH2:23][CH2:24][NH:25][CH2:26][CH2:27]2)[N:9]=1, predict the reactants needed to synthesize it. The reactants are: Cl[C:2]1[N:7]=[C:6]2[N:8]([CH2:20][CH2:21][CH:22]3[CH2:27][CH2:26][N:25](C(OC(C)(C)C)=O)[CH2:24][CH2:23]3)[N:9]=[C:10]([NH:11][C:12]3[C:17]([Cl:18])=[CH:16][CH:15]=[CH:14][C:13]=3[Cl:19])[C:5]2=[CH:4][N:3]=1.[NH2:35][C:36]1[CH:41]=[CH:40][CH:39]=[CH:38][CH:37]=1.C(O)(C(F)(F)F)=O. (4) Given the product [OH:18][C@@H:19]1[C@H:23]([CH2:24]/[CH:25]=[CH:26]\[CH2:27][CH2:28][CH2:29][C:30]([OH:32])=[O:31])[C@@H:22](/[CH:33]=[CH:34]/[C:35]([OH:42])([CH3:41])[CH2:36][CH2:37][CH2:38][CH2:39][CH3:40])[C:21](=[CH2:60])[CH2:20]1, predict the reactants needed to synthesize it. The reactants are: [Si]([O:18][C@@H:19]1[C@H:23]([CH2:24]/[CH:25]=[CH:26]\[CH2:27][CH2:28][CH2:29][C:30]([OH:32])=[O:31])[C@@H:22](/[CH:33]=[CH:34]/[C:35]([O:42][Si](C(C)(C)C)(C2C=CC=CC=2)C2C=CC=CC=2)([CH3:41])[CH2:36][CH2:37][CH2:38][CH2:39][CH3:40])[C:21](=[CH2:60])[CH2:20]1)(C(C)(C)C)(C1C=CC=CC=1)C1C=CC=CC=1.CCCC[N+](CCCC)(CCCC)CCCC.[F-].O. (5) Given the product [NH2:15][C:12]1[N:13]=[CH:14][C:9]([C:6]2[CH:7]=[CH:8][C:3]([N:2]([CH3:1])[C:26]([NH:25][C:22]3[CH:21]=[C:20]([C:16]([CH3:17])([CH3:18])[CH3:19])[O:24][N:23]=3)=[O:34])=[CH:4][CH:5]=2)=[CH:10][CH:11]=1, predict the reactants needed to synthesize it. The reactants are: [CH3:1][NH:2][C:3]1[CH:8]=[CH:7][C:6]([C:9]2[CH:10]=[CH:11][C:12]([NH2:15])=[N:13][CH:14]=2)=[CH:5][CH:4]=1.[C:16]([C:20]1[O:24][N:23]=[C:22]([NH:25][C:26](=[O:34])OC2C=CC=CC=2)[CH:21]=1)([CH3:19])([CH3:18])[CH3:17]. (6) Given the product [CH2:24]([O:23][C:21]([C@H:20]1[C@H:3]2[C@@H:2]1[O:1][C:5]1[CH:6]=[CH:7][C:8]([O:10][Si:11]([C:14]([CH3:17])([CH3:16])[CH3:15])([CH3:12])[CH3:13])=[CH:9][C:4]=12)=[O:22])[CH3:25], predict the reactants needed to synthesize it. The reactants are: [O:1]1[C:5]2[CH:6]=[CH:7][C:8]([O:10][Si:11]([C:14]([CH3:17])([CH3:16])[CH3:15])([CH3:13])[CH3:12])=[CH:9][C:4]=2[CH:3]=[CH:2]1.[N+](=[CH:20][C:21]([O:23][CH2:24][CH3:25])=[O:22])=[N-]. (7) Given the product [F:1][C:2]1[CH:11]=[C:10]([O:12][CH:20]([CH3:22])[CH3:21])[CH:9]=[CH:8][C:3]=1[C:4]([O:6][CH3:7])=[O:5], predict the reactants needed to synthesize it. The reactants are: [F:1][C:2]1[CH:11]=[C:10]([OH:12])[CH:9]=[CH:8][C:3]=1[C:4]([O:6][CH3:7])=[O:5].C(=O)([O-])[O-].[K+].[K+].I[CH:20]([CH3:22])[CH3:21]. (8) Given the product [Br:27][CH2:25][C:24]([C:14]1[CH:15]=[C:16]([NH:20][CH:21]([CH3:22])[CH3:23])[C:17]([O:18][CH3:19])=[C:12]([C:8]([CH3:9])([CH3:11])[CH3:10])[CH:13]=1)=[O:26], predict the reactants needed to synthesize it. The reactants are: C(N(CC)CC)C.[C:8]([C:12]1[CH:13]=[C:14]([C:24](=[O:26])[CH3:25])[CH:15]=[C:16]([NH:20][CH:21]([CH3:23])[CH3:22])[C:17]=1[O:18][CH3:19])([CH3:11])([CH3:10])[CH3:9].[Br:27]N1C(=O)CCC1=O.C(OCC)(=O)C.